Dataset: Peptide-MHC class I binding affinity with 185,985 pairs from IEDB/IMGT. Task: Regression. Given a peptide amino acid sequence and an MHC pseudo amino acid sequence, predict their binding affinity value. This is MHC class I binding data. The peptide sequence is YRTLLMNEL. The MHC is HLA-C06:02 with pseudo-sequence HLA-C06:02. The binding affinity (normalized) is 0.797.